The task is: Binary Classification. Given a miRNA mature sequence and a target amino acid sequence, predict their likelihood of interaction.. This data is from Experimentally validated miRNA-target interactions with 360,000+ pairs, plus equal number of negative samples. (1) Result: 0 (no interaction). The protein sequence of the target gene is MPPKGKSGSGKAGKGGAASGSDSADKKAQGPKGGGNAVKVRHILCEKHGKIMEAMEKLKSGMRFNEVAAQYSEDKARQGGDLGWMTRGSMVGPFQEAAFALPVSGMDKPVFTDPPVKTKFGYHIIMVEGRK. The miRNA is hsa-miR-6084 with sequence UUCCGCCAGUCGGUGGCCGG. (2) The miRNA is mmu-miR-411-5p with sequence UAGUAGACCGUAUAGCGUACG. The protein sequence of the target gene is MDLPPQLSFGLYVAAFALGFPLNVLAIRGATAHARLRLTPSLVYALNLGCSDLLLTVSLPLKAVEALASGAWPLPASLCPVFAVAHFFPLYAGGGFLAALSAGRYLGAAFPLGYQAFRRPCYSWGVCAAIWALVLCHLGLVFGLEAPGGWLDHSNTSLGINTPVNGSPVCLEAWDPASAGPARFSLSLLLFFLPLAITAFCYVGCLRALARSGLTHRRKLRAAWVAGGALLTLLLCVGPYNASNVASFLYPNLGGSWRKLGLITGAWSVVLNPLVTGYLGRGPGLKTVCAARTQGGKSQK.... Result: 0 (no interaction). (3) The miRNA is hsa-miR-182-5p with sequence UUUGGCAAUGGUAGAACUCACACU. The protein sequence of the target gene is MGLAWGLGVLFLMHVCGTNRIPESGGDNSVFDIFELTGAARKGSGRRLVKGPDPSSPAFRIEDANLIPPVPDDKFQDLVDAVRAEKGFLLLASLRQMKKTRGTLLALERKDHSGQVFSVVSNGKAGTLDLSLTVQGKQHVVSVEEALLATGQWKSITLFVQEDRAQLYIDCEKMENAELDVPIQSVFTRDLASIARLRIAKGGVNDNFQGVLQNVRFVFGTTPEDILRNKGCSSSTSVLLTLDNNVVNGSSPAIRTNYIGHKTKDLQAICGISCDELSSMVLELRGLRTIVTTLQDSIRK.... Result: 1 (interaction). (4) The miRNA is hsa-miR-4522 with sequence UGACUCUGCCUGUAGGCCGGU. The protein sequence of the target gene is MDAATLTYDTLRFAEFEDFPETSEPVWILGRKYSIFTEKDEILSDVASRLWFTYRKNFPAIGGTGPTSDTGWGCMLRCGQMIFAQALVCRHLGRDWRWTQRKRQPDSYFSVLNAFIDRKDSYYSIHQIAQMGVGEGKSIGQWYGPNTVAQVLKKLAVFDTWSSLAVHIAMDNTVVMEEIRRLCRTSVPCAGATAFPADSDRHCNGFPAGAEVTNRPSPWRPLVLLIPLRLGLTDINEAYVETLKHCFMMPQSLGVIGGKPNSAHYFIGYVGEELIYLDPHTTQPAVEPTDGCFIPDESFH.... Result: 0 (no interaction).